Dataset: Experimentally validated miRNA-target interactions with 360,000+ pairs, plus equal number of negative samples. Task: Binary Classification. Given a miRNA mature sequence and a target amino acid sequence, predict their likelihood of interaction. (1) Result: 1 (interaction). The protein sequence of the target gene is MGIPMGKSMLVLLTFLAFASCCIAAYRPSETLCGGELVDTLQFVCGDRGFYFSRPASRVSRRSRGIVEECCFRSCDLALLETYCATPAKSERDVSTPPTVLPDNFPRYPVGKFFQYDTWKQSTQRLRRGLPALLRARRGHVLAKELEAFREAKRHRPLIALPTQDPAHGGAPPEMASNRK. The miRNA is hsa-miR-4707-5p with sequence GCCCCGGCGCGGGCGGGUUCUGG. (2) The miRNA is hsa-miR-1258 with sequence AGUUAGGAUUAGGUCGUGGAA. The protein sequence of the target gene is MSDTSESGAGLTRFQAEASEKDSSSMMQTLLTVTQNVEVPETPKASKALEVSEDVKVSKASGVSKATEVSKTPEAREAPATQASSTTQLTDTQVLAAENKSLAADTKKQNADPQAVTMPATETKKVSHVADTKVNTKAQETEAAPSQAPADEPEPESAAAQSQENQDTRPKVKAKKARKVKHLDGEEDGSSDQSQASGTTGGRRVSKALMASMARRASRGPIAFWARRASRTRLAAWARRALLSLRSPKARRGKARRRAAKLQSSQEPEAPPPRDVALLQGRANDLVKYLLAKDQTKIPI.... Result: 0 (no interaction). (3) The miRNA is mmu-miR-362-5p with sequence AAUCCUUGGAACCUAGGUGUGAAU. The protein sequence of the target gene is MKFAEHLSAHITPEWRKQYIQYEAFKDMLYSAQDQAPSVEVTDEDTVKRYFAKFEEKFFQTCEKELAKINTFYSEKLAEAQRRFATLQNELQSSLDVQKESSGVTTLRQRRKPVFHLSHEERVQHRNIKDLKLAFSEFYLSLILLQNYQNLNFTGFRKILKKHDKILETSRGADWRVIHVEVAPFYTCKKINQLISETEAVVTNELEDGDRQKAMKRLRVPPLGAAQPAPAWTTFRVGLFCGIFIVLNITLVFAAVFKLETDRTVWPLIRIYRGGFLLIEFLFLLGINTYGWRQAGVNHV.... Result: 1 (interaction).